Predict the reactants needed to synthesize the given product. From a dataset of Full USPTO retrosynthesis dataset with 1.9M reactions from patents (1976-2016). (1) Given the product [Cl:19][C:18]([Cl:21])([Cl:20])[CH2:17][O:16][C:14](=[O:15])[NH:1][C:2]1[CH:12]=[CH:11][C:5]([C:6](=[O:7])[N:8]([CH3:10])[CH3:9])=[CH:4][CH:3]=1, predict the reactants needed to synthesize it. The reactants are: [NH2:1][C:2]1[CH:12]=[CH:11][C:5]([C:6]([N:8]([CH3:10])[CH3:9])=[O:7])=[CH:4][CH:3]=1.Cl[C:14]([O:16][CH2:17][C:18]([Cl:21])([Cl:20])[Cl:19])=[O:15]. (2) Given the product [F:1][C:2]1[C:10]([C:11]([F:14])([F:13])[F:12])=[CH:9][CH:8]=[CH:7][C:3]=1[C:4]([N:23]([O:24][CH3:25])[CH3:22])=[O:5], predict the reactants needed to synthesize it. The reactants are: [F:1][C:2]1[C:10]([C:11]([F:14])([F:13])[F:12])=[CH:9][CH:8]=[CH:7][C:3]=1[C:4](O)=[O:5].C(Cl)(=O)C(Cl)=O.Cl.[CH3:22][NH:23][O:24][CH3:25].N1C=CC=CC=1. (3) Given the product [NH2:1][C:2](=[S:24])[C:3]([NH:6][C:7](=[O:13])[O:8][C:9]([CH3:12])([CH3:11])[CH3:10])([CH3:5])[CH3:4], predict the reactants needed to synthesize it. The reactants are: [NH2:1][C:2](=O)[C:3]([NH:6][C:7](=[O:13])[O:8][C:9]([CH3:12])([CH3:11])[CH3:10])([CH3:5])[CH3:4].COC1C=CC(P2(SP(C3C=CC(OC)=CC=3)(=S)S2)=[S:24])=CC=1. (4) Given the product [F:1][C:2]1[CH:3]=[CH:4][C:5]([S:8]([N:11]([CH:12]([CH3:13])[CH3:14])[CH2:15][C:16]([NH:20][CH2:19][C:64]2[CH:63]=[CH:62][N:61]=[C:60]([C:57]3[CH:58]=[N:59][C:54]([C:53]([F:52])([F:68])[F:69])=[CH:55][CH:56]=3)[CH:65]=2)=[O:18])(=[O:9])=[O:10])=[CH:6][CH:7]=1, predict the reactants needed to synthesize it. The reactants are: [F:1][C:2]1[CH:7]=[CH:6][C:5]([S:8]([N:11]([CH2:15][C:16]([OH:18])=O)[CH:12]([CH3:14])[CH3:13])(=[O:10])=[O:9])=[CH:4][CH:3]=1.[CH3:19][N:20](C(ON1N=NC2C=CC=NC1=2)=[N+](C)C)C.F[P-](F)(F)(F)(F)F.CCN(C(C)C)C(C)C.[F:52][C:53]([F:69])([F:68])[C:54]1[N:59]=[CH:58][C:57]([C:60]2[CH:65]=[C:64](NC)[CH:63]=[CH:62][N:61]=2)=[CH:56][CH:55]=1. (5) The reactants are: O[Li:2].O.[CH3:4][O:5][C:6]([NH:8][CH2:9][CH2:10][O:11][CH:12]([C:23]1[CH:28]=[CH:27][CH:26]=[CH:25][CH:24]=1)[C:13]1[CH:14]=[C:15]([CH:20]=[CH:21][CH:22]=1)[C:16]([O:18]C)=[O:17])=[O:7]. Given the product [CH3:4][O:5][C:6]([NH:8][CH2:9][CH2:10][O:11][CH:12]([C:23]1[CH:28]=[CH:27][CH:26]=[CH:25][CH:24]=1)[C:13]1[CH:14]=[C:15]([CH:20]=[CH:21][CH:22]=1)[C:16]([O-:18])=[O:17])=[O:7].[Li+:2], predict the reactants needed to synthesize it.